Dataset: Full USPTO retrosynthesis dataset with 1.9M reactions from patents (1976-2016). Task: Predict the reactants needed to synthesize the given product. Given the product [CH3:1][O:2][C:3]([C@@H:5]1[CH:20]=[C:19]2[C@@H:9]([CH2:10][C:11]3[C:21]4[C:14]([NH:13][CH:12]=3)=[CH:15][CH:16]=[CH:17][C:18]=42)[N:7]([C:8]#[N:22])[CH2:6]1)=[O:4], predict the reactants needed to synthesize it. The reactants are: [CH3:1][O:2][C:3]([C@@H:5]1[CH:20]=[C:19]2[C@@H:9]([CH2:10][C:11]3[C:21]4[C:14](=[CH:15][CH:16]=[CH:17][C:18]2=4)[NH:13][CH:12]=3)[N:7]([CH3:8])[CH2:6]1)=[O:4].[N:22]#CBr.